Predict the product of the given reaction. From a dataset of Forward reaction prediction with 1.9M reactions from USPTO patents (1976-2016). (1) Given the reactants [C:1]([C:3]1[C:8]([F:9])=[CH:7][C:6]([N:10]2[CH2:15][CH2:14][N:13]([C:16]([O:18][C:19]([CH3:22])([CH3:21])[CH3:20])=[O:17])[CH2:12][CH2:11]2)=[C:5]([F:23])[CH:4]=1)#N.[OH-:24].[Na+].Cl.[OH2:27], predict the reaction product. The product is: [C:19]([O:18][C:16]([N:13]1[CH2:14][CH2:15][N:10]([C:6]2[C:5]([F:23])=[CH:4][C:3]([C:1]([OH:27])=[O:24])=[C:8]([F:9])[CH:7]=2)[CH2:11][CH2:12]1)=[O:17])([CH3:22])([CH3:21])[CH3:20]. (2) Given the reactants O[Li].O.C([O:6][C:7](=[O:25])[CH:8]([NH:21][C:22](=[O:24])[CH3:23])[CH2:9][CH2:10][CH2:11][CH2:12][CH2:13][C:14]([O:16][C:17]([CH3:20])([CH3:19])[CH3:18])=[O:15])C.C(O)(=O)CC(CC(O)=O)(C(O)=O)O, predict the reaction product. The product is: [C:17]([O:16][C:14](=[O:15])[CH2:13][CH2:12][CH2:11][CH2:10][CH2:9][CH:8]([NH:21][C:22](=[O:24])[CH3:23])[C:7]([OH:25])=[O:6])([CH3:20])([CH3:18])[CH3:19]. (3) Given the reactants [Si:1](Cl)([C:4]([CH3:7])([CH3:6])[CH3:5])([CH3:3])[CH3:2].[C:9]([C@@:11]1([OH:27])[C@@H:15]([CH2:16][OH:17])[O:14][C@@H:13]([N:18]2[CH:25]=[CH:24][C:22]([NH2:23])=[N:21][C:19]2=[O:20])[C@@H:12]1[OH:26])#[CH:10].N1C=CN=C1, predict the reaction product. The product is: [Si:1]([O:17][CH2:16][C@H:15]1[O:14][C@@H:13]([N:18]2[CH:25]=[CH:24][C:22]([NH2:23])=[N:21][C:19]2=[O:20])[C@H:12]([OH:26])[C@:11]1([C:9]#[CH:10])[OH:27])([C:4]([CH3:7])([CH3:6])[CH3:5])([CH3:3])[CH3:2].